Dataset: Forward reaction prediction with 1.9M reactions from USPTO patents (1976-2016). Task: Predict the product of the given reaction. (1) Given the reactants [C:1](/[C:3](=[C:8](\[C:19]1[CH:24]=[CH:23][CH:22]=[CH:21][C:20]=1[O:25][CH3:26])/[C:9]1[C:18]2[C:13](=[CH:14][CH:15]=[CH:16][CH:17]=2)[N:12]=[CH:11][CH:10]=1)/[C:4]([O:6]C)=[O:5])#[N:2].[OH-].[Na+].[CH3:29]O, predict the reaction product. The product is: [C:1]([C:3]([CH3:29])([CH:8]([C:19]1[CH:24]=[CH:23][CH:22]=[CH:21][C:20]=1[O:25][CH3:26])[C:9]1[C:18]2[C:13](=[CH:14][CH:15]=[CH:16][CH:17]=2)[N:12]=[CH:11][CH:10]=1)[C:4]([OH:6])=[O:5])#[N:2]. (2) Given the reactants [I-].[Na+].[CH:3]([N:6]1[CH2:11][CH2:10][NH:9][CH2:8][CH2:7]1)([CH3:5])[CH3:4].Cl[CH2:13][CH2:14][CH2:15][S:16]([N:19]1[CH2:23][CH2:22][CH:21]([NH:24][C:25]2[N:30]=[C:29]([C:31]3[N:32]([CH:37]([CH3:39])[CH3:38])[C:33]([CH3:36])=[N:34][CH:35]=3)[CH:28]=[CH:27][N:26]=2)[CH2:20]1)(=[O:18])=[O:17], predict the reaction product. The product is: [CH3:36][C:33]1[N:32]([CH:37]([CH3:39])[CH3:38])[C:31]([C:29]2[CH:28]=[CH:27][N:26]=[C:25]([NH:24][CH:21]3[CH2:22][CH2:23][N:19]([S:16]([CH2:15][CH2:14][CH2:13][N:9]4[CH2:10][CH2:11][N:6]([CH:3]([CH3:5])[CH3:4])[CH2:7][CH2:8]4)(=[O:18])=[O:17])[CH2:20]3)[N:30]=2)=[CH:35][N:34]=1. (3) Given the reactants [CH3:1][O:2][C:3]([CH:5]1[N:10](CC2C=CC(OC)=CC=2OC)[CH2:9][C:8]2[C:22]([C:25]3[CH:30]=[CH:29][C:28]([F:31])=[CH:27][CH:26]=3)=[CH:23][S:24][C:7]=2[C:6]1=[O:32])=[O:4].S(Cl)(Cl)=O, predict the reaction product. The product is: [CH3:1][O:2][C:3]([C:5]1[N:10]=[CH:9][C:8]2[C:22]([C:25]3[CH:30]=[CH:29][C:28]([F:31])=[CH:27][CH:26]=3)=[CH:23][S:24][C:7]=2[C:6]=1[OH:32])=[O:4].